From a dataset of Full USPTO retrosynthesis dataset with 1.9M reactions from patents (1976-2016). Predict the reactants needed to synthesize the given product. Given the product [I:1][C:2]1[CH:3]=[N:4][C:5]2[C:10]([CH:11]=1)=[CH:9][C:8]([CH:12]=[O:14])=[CH:7][CH:6]=2, predict the reactants needed to synthesize it. The reactants are: [I:1][C:2]1[CH:3]=[N:4][C:5]2[C:10]([CH:11]=1)=[CH:9][C:8]([CH3:12])=[CH:7][CH:6]=2.[Se](=O)=[O:14].